The task is: Predict the reactants needed to synthesize the given product.. This data is from Full USPTO retrosynthesis dataset with 1.9M reactions from patents (1976-2016). (1) Given the product [Cl:1][C:2]1[C:3]([CH2:12][O:13][C:14]2[CH:23]=[CH:22][C:21]3[CH2:20][CH2:19][CH2:18][CH2:17][C:16]=3[CH:15]=2)=[CH:4][C:5]2[O:9][N:8]=[C:7]([NH:10][S:25]([CH3:24])(=[O:27])=[O:26])[C:6]=2[CH:11]=1, predict the reactants needed to synthesize it. The reactants are: [Cl:1][C:2]1[C:3]([CH2:12][O:13][C:14]2[CH:23]=[CH:22][C:21]3[CH2:20][CH2:19][CH2:18][CH2:17][C:16]=3[CH:15]=2)=[CH:4][C:5]2[O:9][N:8]=[C:7]([NH2:10])[C:6]=2[CH:11]=1.[CH3:24][S:25](Cl)(=[O:27])=[O:26].C(N(CC)CC)C. (2) Given the product [CH3:13][O:14][C:15]([C:17]1[CH:27]=[C:26]([O:28][C:6]2[CH:5]=[CH:4][C:3]([S:9]([CH3:12])(=[O:11])=[O:10])=[C:2]([Cl:1])[CH:7]=2)[C:20]2[CH2:21][C:22]([CH3:25])([CH3:24])[O:23][C:19]=2[CH:18]=1)=[O:16], predict the reactants needed to synthesize it. The reactants are: [Cl:1][C:2]1[CH:7]=[C:6](F)[CH:5]=[CH:4][C:3]=1[S:9]([CH3:12])(=[O:11])=[O:10].[CH3:13][O:14][C:15]([C:17]1[CH:27]=[C:26]([OH:28])[C:20]2[CH2:21][C:22]([CH3:25])([CH3:24])[O:23][C:19]=2[CH:18]=1)=[O:16].C([O-])([O-])=O.[Cs+].[Cs+]. (3) Given the product [F:23][C:24]1[CH:34]=[CH:33][C:27]([CH2:28][NH:29][C:30](=[S:10])[CH3:31])=[CH:26][CH:25]=1, predict the reactants needed to synthesize it. The reactants are: COC1C=CC(P2(SP(C3C=CC(OC)=CC=3)(=S)S2)=[S:10])=CC=1.[F:23][C:24]1[CH:34]=[CH:33][C:27]([CH2:28][NH:29][C:30](=O)[CH3:31])=[CH:26][CH:25]=1. (4) Given the product [C:1]([C:4]1[C:9]([N+:10]([O-:12])=[O:11])=[C:8]([CH3:13])[CH:7]=[CH:6][N+:5]=1[O-:15])([CH3:3])=[CH2:2], predict the reactants needed to synthesize it. The reactants are: [C:1]([C:4]1[C:9]([N+:10]([O-:12])=[O:11])=[C:8]([CH3:13])[CH:7]=[CH:6][N:5]=1)([CH3:3])=[CH2:2].C(OC(C(F)(F)F)=O)(C(F)(F)F)=[O:15].O.